From a dataset of Reaction yield outcomes from USPTO patents with 853,638 reactions. Predict the reaction yield, written as a fraction of the theoretical maximum amount of product (1.0 means a 100% yield; for example, 0.34 means a 34% yield). (1) The reactants are [CH3:1][N:2]1[C:10](=[O:11])[C:9]2[C:4](=[CH:5][CH:6]=[CH:7][CH:8]=2)[CH:3]1[C:12]([O:14][CH2:15][CH3:16])=[O:13].[CH2:17]=[O:18].C1CCN2C(=NCCC2)CC1. The catalyst is O1CCOCC1. The product is [OH:18][CH2:17][C:3]1([C:12]([O:14][CH2:15][CH3:16])=[O:13])[C:4]2[C:9](=[CH:8][CH:7]=[CH:6][CH:5]=2)[C:10](=[O:11])[N:2]1[CH3:1]. The yield is 0.743. (2) The reactants are [CH3:1][CH:2]([CH2:21][CH2:22][CH3:23])[CH2:3][O:4][C:5]1[CH:10]=[CH:9][C:8]([C@@H:11]([NH2:20])[CH2:12][N:13]2[CH2:18][CH2:17][N:16]([CH3:19])[CH2:15][CH2:14]2)=[CH:7][CH:6]=1.[CH:24](N(CC)C(C)C)([CH3:26])[CH3:25].CN(C(ON1N=N[C:43]2[CH:44]=[CH:45][CH:46]=N[C:42]1=2)=[N+](C)C)C.F[P-](F)(F)(F)(F)F.[C:57]([O-:60])(O)=O.[Na+]. The catalyst is ClCCl. The product is [CH3:1][CH:2]([CH2:21][CH2:22][CH3:23])[CH2:3][O:4][C:5]1[CH:10]=[CH:9][C:8]([CH:11]([NH:20][C:57](=[O:60])[C@H:43]([C:44]2[CH:26]=[CH:24][CH:25]=[CH:46][CH:45]=2)[CH3:42])[CH2:12][N:13]2[CH2:14][CH2:15][N:16]([CH3:19])[CH2:17][CH2:18]2)=[CH:7][CH:6]=1. The yield is 0.610. (3) The reactants are C[O:2][C:3](=[O:31])[C@@H:4]([NH:7][C:8]([C:10]1[C:11]([CH3:30])=[N:12][C:13]([NH:17][CH2:18][CH2:19][CH2:20][C:21]2[CH:29]=[CH:28][CH:27]=[C:26]3[C:22]=2[CH:23]=[N:24][NH:25]3)=[N:14][C:15]=1[CH3:16])=[O:9])[CH2:5][NH2:6].C(N(CC)CC)C.[CH3:39][C:40](OC(C)=O)=[O:41]. The catalyst is CN(C=O)C. The product is [C:40]([NH:6][CH2:5][C@H:4]([NH:7][C:8]([C:10]1[C:11]([CH3:30])=[N:12][C:13]([NH:17][CH2:18][CH2:19][CH2:20][C:21]2[CH:29]=[CH:28][CH:27]=[C:26]3[C:22]=2[CH:23]=[N:24][NH:25]3)=[N:14][C:15]=1[CH3:16])=[O:9])[C:3]([OH:2])=[O:31])(=[O:41])[CH3:39]. The yield is 0.400. (4) The reactants are [OH:1][CH:2]([CH3:6])[C:3]([NH2:5])=O.[CH3:7]OC(OC)N(C)C.[CH3:15][O:16][C:17]([C:19]1[CH:20]=[C:21]([C:27]2[CH:32]=[CH:31][C:30]([CH3:33])=[CH:29][CH:28]=2)[CH:22]=[C:23]([NH:25][NH2:26])[CH:24]=1)=[O:18]. The catalyst is COCCOC.CC(O)=O. The product is [CH3:15][O:16][C:17]([C:19]1[CH:20]=[C:21]([C:27]2[CH:32]=[CH:31][C:30]([CH3:33])=[CH:29][CH:28]=2)[CH:22]=[C:23]([N:25]2[C:3]([CH:2]([OH:1])[CH3:6])=[N:5][CH:7]=[N:26]2)[CH:24]=1)=[O:18]. The yield is 0.298. (5) The reactants are [CH3:1][Si:2]([CH3:22])([CH3:21])[CH:3]1[CH2:12][CH2:11][C:10]2[N:9]=[C:8]3[S:13][C:14]([C:16](OCC)=[O:17])=[CH:15][C:7]3=[CH:6][C:5]=2[CH2:4]1.[NH3:23]. The catalyst is CO. The product is [CH3:1][Si:2]([CH3:22])([CH3:21])[CH:3]1[CH2:12][CH2:11][C:10]2[N:9]=[C:8]3[S:13][C:14]([C:16]([NH2:23])=[O:17])=[CH:15][C:7]3=[CH:6][C:5]=2[CH2:4]1. The yield is 0.890. (6) The yield is 0.270. The product is [Cl:10][C:8]1[C:7]([O:11][CH3:12])=[CH:6][C:5]([O:13][CH2:14][CH2:15][CH2:16][N:17]2[CH2:22][CH2:21][C:20]([C:24]3[CH:25]=[CH:26][C:27]([Cl:30])=[CH:28][CH:29]=3)([OH:23])[C:19]([CH3:31])([CH3:32])[CH2:18]2)=[C:4]([CH:9]=1)[C:3]([NH:35][CH3:34])=[O:33]. The catalyst is C(O)C. The reactants are CO[C:3](=[O:33])[C:4]1[CH:9]=[C:8]([Cl:10])[C:7]([O:11][CH3:12])=[CH:6][C:5]=1[O:13][CH2:14][CH2:15][CH2:16][N:17]1[CH2:22][CH2:21][C:20]([C:24]2[CH:29]=[CH:28][C:27]([Cl:30])=[CH:26][CH:25]=2)([OH:23])[C:19]([CH3:32])([CH3:31])[CH2:18]1.[CH3:34][NH2:35]. (7) The reactants are C(=O)([O-])O.[K+].F[C:7]1[CH:8]=[C:9]([O:16][C:17]2[CH:21]=[C:20]([CH3:22])[NH:19][N:18]=2)[CH:10]=[CH:11][C:12]=1[N+:13]([O-:15])=[O:14].O.[CH2:24]([OH:26])[CH3:25]. No catalyst specified. The product is [CH2:24]([O:26][C:7]1[CH:8]=[C:9]([O:16][C:17]2[CH:21]=[C:20]([CH3:22])[NH:19][N:18]=2)[CH:10]=[CH:11][C:12]=1[N+:13]([O-:15])=[O:14])[CH3:25]. The yield is 0.423. (8) The reactants are C(OC(=O)[NH:7][C:8]1[CH:13]=[CH:12][C:11]([C:14]2[N:18]=[C:17]([C:19]3[CH:24]=[CH:23][C:22]([O:25][C:26]([F:29])([F:28])[F:27])=[CH:21][CH:20]=3)[O:16][N:15]=2)=[CH:10][CH:9]=1)(C)(C)C.C(OC(=O)NC1C=CC(C(=N)NO)=CC=1)(C)(C)C.FC(F)(F)OC1C=CC(C=O)=CC=1. The catalyst is C(O)(=O)C.C(Cl)(Cl)Cl. The product is [F:29][C:26]([F:27])([F:28])[O:25][C:22]1[CH:21]=[CH:20][C:19]([C:17]2[O:16][N:15]=[C:14]([C:11]3[CH:12]=[CH:13][C:8]([NH2:7])=[CH:9][CH:10]=3)[N:18]=2)=[CH:24][CH:23]=1. The yield is 0.150. (9) The product is [CH:2]1([C:5]2[C:10](=[O:11])[NH:9][C:8]([CH:13]=[O:14])=[CH:7][CH:6]=2)[CH2:4][CH2:3]1. The yield is 0.690. The reactants are Br.[CH:2]1([C:5]2[CH:6]=[CH:7][C:8]([CH:13]=[O:14])=[N:9][C:10]=2[O:11]C)[CH2:4][CH2:3]1.O. The catalyst is O1CCOCC1.